From a dataset of Full USPTO retrosynthesis dataset with 1.9M reactions from patents (1976-2016). Predict the reactants needed to synthesize the given product. The reactants are: [C:1]1([NH:7][S:8]([C:11]2[CH:16]=[CH:15][CH:14]=[CH:13][C:12]=2[CH:17]=[CH:18][C:19]([OH:21])=O)(=[O:10])=[O:9])[CH:6]=[CH:5][CH:4]=[CH:3][CH:2]=1.[Cl:22]CCl. Given the product [C:1]1([NH:7][S:8]([C:11]2[CH:16]=[CH:15][CH:14]=[CH:13][C:12]=2[CH:17]=[CH:18][C:19]([Cl:22])=[O:21])(=[O:10])=[O:9])[CH:6]=[CH:5][CH:4]=[CH:3][CH:2]=1, predict the reactants needed to synthesize it.